Dataset: Blood-brain barrier permeability classification from the B3DB database. Task: Regression/Classification. Given a drug SMILES string, predict its absorption, distribution, metabolism, or excretion properties. Task type varies by dataset: regression for continuous measurements (e.g., permeability, clearance, half-life) or binary classification for categorical outcomes (e.g., BBB penetration, CYP inhibition). Dataset: b3db_classification. (1) The drug is CCCC(=O)O[C@]1(C(=O)COC(C)=O)CC[C@H]2[C@@H]3C[C@H](F)C4=CC(=O)C=C[C@]4(C)[C@@]3(F)[C@@H](O)C[C@@]21C. The result is 1 (penetrates BBB). (2) The drug is Oc1c(Cl)cc(Cl)c2cccnc12. The result is 0 (does not penetrate BBB). (3) The drug is C[C@@H]1C[C@H]2[C@@H]3C[C@H](F)C4=CC(=O)C=C[C@]4(C)C3(Cl)[C@@H](F)C[C@]2(C)[C@H]1C(=O)CO. The result is 1 (penetrates BBB). (4) The molecule is CC1CC2C3CCC4=CC(=O)C=CC4(C)C3(Cl)C(O)CC2(C)C1(O)C(=O)CO. The result is 1 (penetrates BBB).